The task is: Predict the product of the given reaction.. This data is from Forward reaction prediction with 1.9M reactions from USPTO patents (1976-2016). (1) Given the reactants [CH2:1]([O:5][C:6]1[N:14]=[C:13]2[C:9]([NH:10][C:11](=[O:32])[N:12]2[CH2:15][C:16]2[CH:21]=[CH:20][C:19]([CH2:22][N:23]([CH2:25][C:26]([O:28][CH3:29])=[O:27])[CH3:24])=[CH:18][C:17]=2[O:30][CH3:31])=[C:8]([NH2:33])[N:7]=1)[CH2:2][CH2:3][CH3:4].CCN=C=N[CH2:39][CH2:40][CH2:41][N:42]([CH3:44])[CH3:43].C1C=CC2N(O)N=NC=2C=1.CN(C(O)CCC)C, predict the reaction product. The product is: [CH2:1]([O:5][C:6]1[N:14]=[C:13]2[C:9]([NH:10][C:11](=[O:32])[N:12]2[CH2:15][C:16]2[CH:21]=[CH:20][C:19]([CH2:22][N:23]([CH2:25][C:26]([O:28][CH2:29][CH2:39][CH2:40][CH2:41][N:42]([CH3:44])[CH3:43])=[O:27])[CH3:24])=[CH:18][C:17]=2[O:30][CH3:31])=[C:8]([NH2:33])[N:7]=1)[CH2:2][CH2:3][CH3:4]. (2) Given the reactants O=[C:2]1[CH2:7][CH2:6][N:5]([C:8]([O:10][C:11]([CH3:14])([CH3:13])[CH3:12])=[O:9])[CH2:4][CH2:3]1.[CH2:15]([NH2:18])[C:16]#[CH:17].C(O[BH-](OC(=O)C)OC(=O)C)(=O)C.[Na+], predict the reaction product. The product is: [CH2:15]([NH:18][CH:2]1[CH2:7][CH2:6][N:5]([C:8]([O:10][C:11]([CH3:14])([CH3:13])[CH3:12])=[O:9])[CH2:4][CH2:3]1)[C:16]#[CH:17]. (3) Given the reactants Br[C:2]1[CH:3]=[N:4][CH:5]=[C:6]([Br:8])[CH:7]=1.Cl.[NH2:10][C@H:11]([CH3:20])[C:12]([NH:14][CH2:15][C:16]([F:19])([F:18])[F:17])=[O:13].C(=O)([O-])[O-].[K+].[K+], predict the reaction product. The product is: [Br:8][C:6]1[CH:7]=[C:2]([NH:10][C@H:11]([CH3:20])[C:12]([NH:14][CH2:15][C:16]([F:17])([F:18])[F:19])=[O:13])[CH:3]=[N:4][CH:5]=1.